From a dataset of Drug-target binding data from BindingDB using Ki measurements. Regression. Given a target protein amino acid sequence and a drug SMILES string, predict the binding affinity score between them. We predict pKi (pKi = -log10(Ki in M); higher means stronger inhibition). Dataset: bindingdb_ki. (1) The compound is CCCC[C@H](NC(=O)[C@@H]1CCCN1C(=O)CNC(=O)[C@H](CCCCN)NC(=O)[C@H](Cc1c[nH]cn1)NC(=O)[C@H](CO)NC(=O)[C@H](CC(C)C)N(C)C(=O)[C@H](CCCNC(=N)N)NC(=O)[C@@H]1CCCN1C(=O)[C@H](CCCNC(=N)N)NC(=O)[C@@H]1CCC(=O)N1)C(=O)NC(C)(C)C(=O)N[C@@H](Cc1ccc(Br)cc1)C(=O)O. The target protein (Q9JHG3) has sequence MEDDGYNYYGADNQSECDYADWTPSGALIPAIYILVFLLGTTGNGLVLWTVFWSSREKRRSADIFIASLAVADLTFVVTLPLWATYTYREFDWPFGTFSCKLSSYLIFVNMYASVFCLTGLSFDRYLAIVRPVANARLRLRVSGAVATAVLWVLAALLAVPVMVFRSTDIPENSTKTQCYMDYSMVATSNSEWAWEVGLGVSSTAVGFVVPFIIMLTCYFFIAQTIAGHFRKERIEGLRKRRRLLSIIVVLVVTFALCWMPYHLVKTLYMLGNLLHWPCDFDSFLMNVFPYCTCISYVNSCLNPFLYAFFDPRFRRACTSMLCCDQSGCKGSPHSSSAEKSASYSSGHSQGPGPNMCKGGEPMHEKSIPYSQETLVD. The pKi is 9.7. (2) The compound is OC[C@H]1NC[C@@H](O)[C@@H](O)C1(F)F. The target protein sequence is LLLLGFALANTNAARTDPPVVCATLNRTNFDTLFPGFTFGTATASYQLEGAANIDGRGPSIWDAFTHNHPEKITDGSNGDVAIDQYHRYKEDVAIMKDMGLDAYRFSISWSRLLPNGTLSGGINKKGIEYYNNLTNELIRNGIEPLVTLFHWDVPQALEEEYGGVLSPRIVYDFKAYAELCYKEFGDRVKHWTTLNEPYTISNHGYTIGIHAPGRCSSWYDPTCLGGDSGTEPYLVTHNLLLAHAAAVKLYREKYQASQEGVIGITVVSHWFEPASESQKDINASVRALDFMYGWFMDPLTRGDYPQSMRSLVKERLPNFTEEQSKSLIGSYDYIGVNYYSARYASAYPEDYSIPTPPSYLTDAYVNVTTELNGVPIGPQAASDWLYVYPKGLYDLVLYTKNKYNDPIMYITENGMDEFNNPKISLEQALNDSNRIDYCYRHLCYLQEAIIEGANVQGYFAWSLLDNFEWSEGYTVRFGINYVDYDNGLKRHSKLSTHWF.... The pKi is 4.0. (3) The pKi is 8.7. The compound is CC(C)CN(C[C@@H](O)[C@H](Cc1ccccc1)NC(=O)O[C@H]1CO[C@H]2OCC[C@@H]12)S(=O)(=O)c1ccc(N)cc1. The target protein sequence is PQITLWKRPLVTIKIGGQLKEALLDTGADDTVIEEMSLPGRWKPKMIGGVGGFIKVRQYDQIIIEIAGHKAIGTVLVGPTPVNIIGRNLLTQIGATLNF. (4) The small molecule is O[C@H]1CNC[C@@H](O)[C@@H]1O. The target protein (P27034) has sequence MIDDILDKMTLEEQVSLLSGADFWTTVAIERLGVPKIKVTDGPNGARGGGSLVGGVKSACFPVAIALGATWDPELIERAGVALGGQAKSKGASVLLAPTVNIHRSGLNGRNFECYSEDPALTAACAVAYINGVQSQGVAATIKHFVANESEIERQTMSSDVDERTLREIYLPPFEEAVKKAGVKAVMSSYNKLNGTYTSENPWLLTKVLREEWGFDGVVMSDWFGSHSTAETINAGLDLEMPGPWRDRGEKLVAAVREGKVKAETVRASARRILLLLERVGAFEKAPDLAEHALDLPEDRALIRQLGAEGAVLLKNDGVLPLAKSSFDQIAVIGPNAASARVMGGGSARIAAHYTVSPLEGIRAALSNANSLRHAVGCNNNRLIDVFSGEMTVEYFKGRGFESRPVHVETVEKGEFFWFDLPSGDLDLADFSARMTATFVPQETGEHIFGMTNAGLARLFVDGELVVDGYDGWTKGENFFGTANSEQRRAVTLGAARRYR.... The pKi is 4.3. (5) The pKi is 4.2. The target protein (P00328) has sequence MSTAGKVIKCKAAVLWEQKKPFSIEEVEVAPPKAHEVRIKMVAAGICRSDDHVVSGTLVAPLPVIAGHEAAGIVESIGEGVTTVRPGDKVIPLFIPQCGKCSVCKHPEGNLCLKNLSMPRGTMQDGTSRFTCRGKPIHHFLGTSTFSQYTVVDEISVAKIDAASPLEKVCLVGCGFSTGYGSAVKVAKVTQGSTCAVFGLGGVGLSVIMGCKAAGAARIIGVDINKDKFAKAKEVGATECVNPQDYKKPIQEVLTEMSNGGVDFSFEVIGRLDTMVAALSCCQEAYGVSVIVGVPPDSQNLSMNPMLLLSGRTWKGAIFGGFKSKDSVPKLVADFMAKKFALDPLITHVLPFEKINEGFDLLRSGKSIRTILTF. The compound is COc1ccc(CC(N)=O)cc1. (6) The compound is CC#C[C@]1(O)CC[C@H]2[C@@H]3CCC4=CC(=O)CCC4=C3[C@@H](c3ccc(N(C)CCO[C@H]4CCC5C(C4)C[C@@H](O)C4C5C[C@H](O)C5C(C(C)CCC(=O)O)CCC54)cc3)C[C@@]21C. The target protein (P70580) has sequence MAAEDVVATGADPSELEGGGLLQEIFTSPLNLLLLGLCIFLLYKIVRGDQPGASGDNDDDEPPPLPRLKPRDFTPAELRRYDGVQDPRILMAINGKVFDVTKGRKFYGPEGPYGVFAGRDASRGLATFCLDKEALKDEYDDLSDLTPAQQETLNDWDSQFTFKYHHVGKLLKEGEEPTVYSDDEEPKDEAARKSD. The pKi is 9.0.